Dataset: Reaction yield outcomes from USPTO patents with 853,638 reactions. Task: Predict the reaction yield, written as a fraction of the theoretical maximum amount of product (1.0 means a 100% yield; for example, 0.34 means a 34% yield). (1) The reactants are [F:1][C:2]([F:36])([F:35])[C:3]1[CH:4]=[C:5]([CH:28]=[C:29]([C:31]([F:34])([F:33])[F:32])[CH:30]=1)[C:6]([O:8][C@H:9]1[O:14][CH2:13][CH2:12][N:11]([CH2:15][C:16]2[CH:21]=[CH:20][CH:19]=[CH:18][CH:17]=2)[C@H:10]1[C:22]1[CH:27]=[CH:26][CH:25]=[CH:24][CH:23]=1)=O.[CH2:37]1COCC1.C1(C)C=CC=CC=1. The catalyst is C[C-]1C=CC=C1.[C-]1(C)C=CC=C1.[Ti+2]. The product is [F:1][C:2]([F:36])([F:35])[C:3]1[CH:4]=[C:5]([C:6]([O:8][C@H:9]2[O:14][CH2:13][CH2:12][N:11]([CH2:15][C:16]3[CH:21]=[CH:20][CH:19]=[CH:18][CH:17]=3)[C@H:10]2[C:22]2[CH:27]=[CH:26][CH:25]=[CH:24][CH:23]=2)=[CH2:37])[CH:28]=[C:29]([C:31]([F:33])([F:32])[F:34])[CH:30]=1. The yield is 0.690. (2) The reactants are [OH:1][C:2]([CH3:21])([CH3:20])[CH2:3][N:4]1[C:8]([CH3:9])=[C:7]([C:10]([OH:12])=O)[C:6](=[O:13])[N:5]1[C:14]1[CH:19]=[CH:18][CH:17]=[CH:16][CH:15]=1.O=C1N(P(Cl)(N2CCOC2=O)=O)CCO1.C(N(CC)C(C)C)(C)C.[C:46]1([C:52]2[O:60][C:59]3[C:54](=[N:55][CH:56]=[CH:57][C:58]=3[O:61][C:62]3[CH:68]=[CH:67][C:65]([NH2:66])=[CH:64][CH:63]=3)[CH:53]=2)[CH:51]=[CH:50][CH:49]=[CH:48][CH:47]=1. The catalyst is O1CCOCC1. The product is [C:46]1([C:52]2[O:60][C:59]3[C:54](=[N:55][CH:56]=[CH:57][C:58]=3[O:61][C:62]3[CH:63]=[CH:64][C:65]([NH:66][C:10]([C:7]4[C:6](=[O:13])[N:5]([C:14]5[CH:15]=[CH:16][CH:17]=[CH:18][CH:19]=5)[N:4]([CH2:3][C:2]([OH:1])([CH3:20])[CH3:21])[C:8]=4[CH3:9])=[O:12])=[CH:67][CH:68]=3)[CH:53]=2)[CH:47]=[CH:48][CH:49]=[CH:50][CH:51]=1. The yield is 0.150. (3) No catalyst specified. The reactants are O[C:2]1[CH:3]=[C:4]([NH:8][C:9]2[N:14]=[C:13]([NH:15][C:16]3[CH:21]=[CH:20][CH:19]=[C:18](O)[CH:17]=3)[C:12]([F:23])=[CH:11][N:10]=2)[CH:5]=[CH:6][CH:7]=1.[NH2:24][C:25]1C=C(C=CC=1)C#N.Cl[C:34]1N=C(Cl)C(F)=C[N:35]=1. The yield is 0.760. The product is [C:25]([C:2]1[CH:3]=[C:4]([NH:8][C:9]2[N:14]=[C:13]([NH:15][C:16]3[CH:21]=[CH:20][CH:19]=[C:18]([C:34]#[N:35])[CH:17]=3)[C:12]([F:23])=[CH:11][N:10]=2)[CH:5]=[CH:6][CH:7]=1)#[N:24]. (4) The reactants are Br[C:2]1[C:7]([CH3:8])=[CH:6][CH:5]=[CH:4][N:3]=1.[Li]CCCC.[O:14]=[C:15]1[N:20]([C:21]([O:23][C:24]([CH3:27])([CH3:26])[CH3:25])=[O:22])[CH2:19][CH2:18][N:17]2[C:28](=[O:31])[CH2:29][CH2:30][C@@H:16]12. The catalyst is C1COCC1. The product is [CH3:8][C:7]1[C:2]([C:15]([C@@H:16]2[CH2:30][CH2:29][C:28](=[O:31])[N:17]2[CH2:18][CH2:19][NH:20][C:21](=[O:22])[O:23][C:24]([CH3:26])([CH3:25])[CH3:27])=[O:14])=[N:3][CH:4]=[CH:5][CH:6]=1. The yield is 0.280.